This data is from Forward reaction prediction with 1.9M reactions from USPTO patents (1976-2016). The task is: Predict the product of the given reaction. Given the reactants [CH:1]1([CH2:4][NH2:5])[CH2:3][CH2:2]1.Cl[C:7]1[CH:12]=[C:11]([C:13]2[CH:18]=[CH:17][CH:16]=[CH:15][CH:14]=2)[N:10]=[C:9]([NH2:19])[N:8]=1, predict the reaction product. The product is: [CH:1]1([CH2:4][NH:5][C:7]2[CH:12]=[C:11]([C:13]3[CH:18]=[CH:17][CH:16]=[CH:15][CH:14]=3)[N:10]=[C:9]([NH2:19])[N:8]=2)[CH2:3][CH2:2]1.